This data is from Full USPTO retrosynthesis dataset with 1.9M reactions from patents (1976-2016). The task is: Predict the reactants needed to synthesize the given product. (1) Given the product [CH:15]1([CH2:14][O:1][C:2]2[CH:11]=[CH:10][CH:9]=[C:8]3[C:3]=2[CH2:4][CH2:5][CH2:6][C:7]3=[O:12])[CH2:17][CH2:16]1, predict the reactants needed to synthesize it. The reactants are: [OH:1][C:2]1[CH:11]=[CH:10][CH:9]=[C:8]2[C:3]=1[CH2:4][CH2:5][CH2:6][C:7]2=[O:12].Br[CH2:14][CH:15]1[CH2:17][CH2:16]1.C([O-])([O-])=O.[K+].[K+]. (2) Given the product [O:14]=[CH:15][C@@H:16]([C@H:18]([C@@H:20]([C@@H:22]([CH2:3][OH:4])[OH:23])[OH:21])[OH:19])[OH:17], predict the reactants needed to synthesize it. The reactants are: C([O-])(=O)C[C:3](CC([O-])=O)(C([O-])=O)[OH:4].[O:14]=[CH:15][C@@H:16]([C@H:18]([C@@H:20]([CH2:22][OH:23])[OH:21])[OH:19])[OH:17]. (3) Given the product [CH3:12][N:13]([CH3:17])[CH2:14][CH2:15][N:16]([CH2:7][C:6]1[CH:9]=[CH:10][CH:11]=[C:4]([N+:1]([O-:3])=[O:2])[CH:5]=1)[C:32](=[O:33])[C:34]([F:37])([F:36])[F:35], predict the reactants needed to synthesize it. The reactants are: [N+:1]([C:4]1[CH:5]=[C:6]([CH:9]=[CH:10][CH:11]=1)[CH:7]=O)([O-:3])=[O:2].[CH3:12][N:13]([CH3:17])[CH2:14][CH2:15][NH2:16].C(O[BH-](OC(=O)C)OC(=O)C)(=O)C.[Na+].[C:32](O[C:32]([C:34]([F:37])([F:36])[F:35])=[O:33])([C:34]([F:37])([F:36])[F:35])=[O:33]. (4) Given the product [ClH:24].[CH3:1][C:2]1[N:6]2[CH:7]=[C:8]([C:11]3[CH:12]=[C:13]([CH2:17][OH:18])[CH:14]=[CH:15][CH:16]=3)[CH:9]=[CH:10][C:5]2=[N:4][C:3]=1[C:19]1[S:20][CH:21]=[CH:22][CH:23]=1, predict the reactants needed to synthesize it. The reactants are: [CH3:1][C:2]1[N:6]2[CH:7]=[C:8]([C:11]3[CH:12]=[C:13]([CH2:17][OH:18])[CH:14]=[CH:15][CH:16]=3)[CH:9]=[CH:10][C:5]2=[N:4][C:3]=1[C:19]1[S:20][CH:21]=[CH:22][CH:23]=1.[ClH:24]. (5) The reactants are: [ClH:1].Cl.[CH2:3]([N:10]1[CH2:15][CH2:14][N:13]([CH2:16][C:17]2[C:22]([O:23][CH2:24][CH2:25][CH2:26][CH2:27][CH2:28][CH2:29][C:30]([O:32]CC)=[O:31])=[C:21]([O:35][CH3:36])[C:20]([O:37][CH3:38])=[CH:19][CH:18]=2)[CH2:12][CH2:11]1)[C:4]1[CH:9]=[CH:8][CH:7]=[CH:6][CH:5]=1.[OH-].[Na+]. Given the product [ClH:1].[ClH:1].[CH2:3]([N:10]1[CH2:15][CH2:14][N:13]([CH2:16][C:17]2[C:22]([O:23][CH2:24][CH2:25][CH2:26][CH2:27][CH2:28][CH2:29][C:30]([OH:32])=[O:31])=[C:21]([O:35][CH3:36])[C:20]([O:37][CH3:38])=[CH:19][CH:18]=2)[CH2:12][CH2:11]1)[C:4]1[CH:9]=[CH:8][CH:7]=[CH:6][CH:5]=1, predict the reactants needed to synthesize it.